Dataset: Forward reaction prediction with 1.9M reactions from USPTO patents (1976-2016). Task: Predict the product of the given reaction. (1) Given the reactants [CH3:1][O:2][C:3](=[O:30])[C:4]([C@@H:13]1[C:21]2[C:16](=[CH:17][CH:18]=[CH:19][CH:20]=2)[CH2:15][C@H:14]1[NH:22][C:23]([O:25][C:26]([CH3:29])([CH3:28])[CH3:27])=[O:24])([CH2:9][CH2:10][O:11][CH3:12])C(OC)=O.[Cl-].[Na+], predict the reaction product. The product is: [CH3:1][O:2][C:3](=[O:30])[CH:4]([C@@H:13]1[C:21]2[C:16](=[CH:17][CH:18]=[CH:19][CH:20]=2)[CH2:15][C@H:14]1[NH:22][C:23]([O:25][C:26]([CH3:28])([CH3:27])[CH3:29])=[O:24])[CH2:9][CH2:10][O:11][CH3:12]. (2) Given the reactants [CH3:1][N:2]1[CH2:7][CH2:6][C:5]2=[CH:8][NH:9][CH:10]=[C:4]2[C:3]1=[O:11].CN([CH:15]=[O:16])C.O=P(Cl)(Cl)Cl, predict the reaction product. The product is: [CH3:1][N:2]1[CH2:7][CH2:6][C:5]2=[C:8]([CH:15]=[O:16])[NH:9][CH:10]=[C:4]2[C:3]1=[O:11]. (3) Given the reactants Br[C:2]1[C:6]2[CH:7]=[C:8]([CH:11]=[O:12])[CH:9]=[CH:10][C:5]=2[O:4][CH:3]=1.[C:13]1([C:19]#[CH:20])[CH:18]=[CH:17][CH:16]=[CH:15][CH:14]=1, predict the reaction product. The product is: [C:13]1([C:19]#[C:20][C:2]2[C:6]3[CH:7]=[C:8]([CH:11]=[O:12])[CH:9]=[CH:10][C:5]=3[O:4][CH:3]=2)[CH:18]=[CH:17][CH:16]=[CH:15][CH:14]=1. (4) Given the reactants Br[C:2]1[CH:3]=[C:4]([CH3:20])[C:5]2[N:9]=[C:8]([CH3:10])[N:7]([CH2:11][C:12]3[CH:17]=[CH:16][CH:15]=[CH:14][C:13]=3[Cl:18])[C:6]=2[CH:19]=1.OB(O)[C:23]1[CH:24]=[C:25]([CH:29]=[CH:30][CH:31]=1)[C:26]([OH:28])=[O:27], predict the reaction product. The product is: [Cl:18][C:13]1[CH:14]=[CH:15][CH:16]=[CH:17][C:12]=1[CH2:11][N:7]1[C:6]2[CH:19]=[C:2]([C:23]3[CH:24]=[C:25]([CH:29]=[CH:30][CH:31]=3)[C:26]([OH:28])=[O:27])[CH:3]=[C:4]([CH3:20])[C:5]=2[N:9]=[C:8]1[CH3:10]. (5) Given the reactants [F:1][C:2]1[CH:3]=[C:4]([NH:8][C:9]2[N:14]=[C:13]([NH:15][CH2:16][CH2:17][CH3:18])[C:12]([C:19]([NH:21][C:22]3[CH:27]=[CH:26][C:25]([N+:28]([O-:30])=[O:29])=[CH:24][C:23]=3[OH:31])=O)=[CH:11][N:10]=2)[CH:5]=[CH:6][CH:7]=1.O.C1(C)C=CC(S(O)(=O)=O)=CC=1, predict the reaction product. The product is: [F:1][C:2]1[CH:3]=[C:4]([NH:8][C:9]2[N:14]=[C:13]([NH:15][CH2:16][CH2:17][CH3:18])[C:12]([C:19]3[O:31][C:23]4[CH:24]=[C:25]([N+:28]([O-:30])=[O:29])[CH:26]=[CH:27][C:22]=4[N:21]=3)=[CH:11][N:10]=2)[CH:5]=[CH:6][CH:7]=1. (6) Given the reactants C([O:4][C:5]1[CH:6]=[C:7]2[C:12](=[CH:13][CH:14]=1)[N:11]=[CH:10][N:9]=[C:8]2[Cl:15])(=O)C, predict the reaction product. The product is: [Cl:15][C:8]1[C:7]2[C:12](=[CH:13][CH:14]=[C:5]([OH:4])[CH:6]=2)[N:11]=[CH:10][N:9]=1.